Regression. Given two drug SMILES strings and cell line genomic features, predict the synergy score measuring deviation from expected non-interaction effect. From a dataset of NCI-60 drug combinations with 297,098 pairs across 59 cell lines. (1) Drug 1: CC1CCC2CC(C(=CC=CC=CC(CC(C(=O)C(C(C(=CC(C(=O)CC(OC(=O)C3CCCCN3C(=O)C(=O)C1(O2)O)C(C)CC4CCC(C(C4)OC)O)C)C)O)OC)C)C)C)OC. Drug 2: CCN(CC)CCCC(C)NC1=C2C=C(C=CC2=NC3=C1C=CC(=C3)Cl)OC. Cell line: TK-10. Synergy scores: CSS=12.5, Synergy_ZIP=-4.92, Synergy_Bliss=3.36, Synergy_Loewe=1.76, Synergy_HSA=3.32. (2) Drug 1: CN1C2=C(C=C(C=C2)N(CCCl)CCCl)N=C1CCCC(=O)O.Cl. Drug 2: C1CC(=O)NC(=O)C1N2C(=O)C3=CC=CC=C3C2=O. Cell line: HCC-2998. Synergy scores: CSS=0.476, Synergy_ZIP=-1.41, Synergy_Bliss=-4.36, Synergy_Loewe=-5.38, Synergy_HSA=-8.34. (3) Drug 1: CC(CN1CC(=O)NC(=O)C1)N2CC(=O)NC(=O)C2. Drug 2: C(CN)CNCCSP(=O)(O)O. Cell line: IGROV1. Synergy scores: CSS=14.1, Synergy_ZIP=-2.42, Synergy_Bliss=3.00, Synergy_Loewe=-6.32, Synergy_HSA=-0.361. (4) Drug 1: C1=NC2=C(N1)C(=S)N=C(N2)N. Drug 2: CC1=C(C(=O)C2=C(C1=O)N3CC4C(C3(C2COC(=O)N)OC)N4)N. Cell line: SF-268. Synergy scores: CSS=43.5, Synergy_ZIP=14.0, Synergy_Bliss=14.0, Synergy_Loewe=11.5, Synergy_HSA=13.5. (5) Drug 1: COC1=CC(=CC(=C1O)OC)C2C3C(COC3=O)C(C4=CC5=C(C=C24)OCO5)OC6C(C(C7C(O6)COC(O7)C8=CC=CS8)O)O. Drug 2: CC1CCC2CC(C(=CC=CC=CC(CC(C(=O)C(C(C(=CC(C(=O)CC(OC(=O)C3CCCCN3C(=O)C(=O)C1(O2)O)C(C)CC4CCC(C(C4)OC)O)C)C)O)OC)C)C)C)OC. Cell line: OVCAR3. Synergy scores: CSS=13.9, Synergy_ZIP=-13.7, Synergy_Bliss=-10.8, Synergy_Loewe=-8.30, Synergy_HSA=-6.71. (6) Drug 1: CC1OCC2C(O1)C(C(C(O2)OC3C4COC(=O)C4C(C5=CC6=C(C=C35)OCO6)C7=CC(=C(C(=C7)OC)O)OC)O)O. Drug 2: C1=NC2=C(N=C(N=C2N1C3C(C(C(O3)CO)O)F)Cl)N. Cell line: OVCAR-5. Synergy scores: CSS=24.1, Synergy_ZIP=-3.82, Synergy_Bliss=0.182, Synergy_Loewe=-2.15, Synergy_HSA=2.61.